This data is from Reaction yield outcomes from USPTO patents with 853,638 reactions. The task is: Predict the reaction yield, written as a fraction of the theoretical maximum amount of product (1.0 means a 100% yield; for example, 0.34 means a 34% yield). (1) The reactants are [CH2:1]([N:8]([CH2:20][C:21]1[CH:26]=[CH:25][CH:24]=[CH:23][CH:22]=1)[CH:9]1[CH2:14][CH2:13][CH:12]([C:15]([O:17]CC)=[O:16])[CH2:11][CH2:10]1)[C:2]1[CH:7]=[CH:6][CH:5]=[CH:4][CH:3]=1.OS(O)(=O)=O.[OH-].[Na+]. The catalyst is O. The product is [CH2:20]([N:8]([CH2:1][C:2]1[CH:7]=[CH:6][CH:5]=[CH:4][CH:3]=1)[CH:9]1[CH2:14][CH2:13][CH:12]([C:15]([OH:17])=[O:16])[CH2:11][CH2:10]1)[C:21]1[CH:22]=[CH:23][CH:24]=[CH:25][CH:26]=1. The yield is 0.850. (2) The reactants are [C:1]([C:3]1[CH:4]=[C:5]([NH:9][C:10]([O:12][CH2:13][CH2:14][C:15]2[CH:20]=[CH:19][C:18](B(O)O)=[CH:17][C:16]=2[CH2:24][CH3:25])=[O:11])[CH:6]=[CH:7][CH:8]=1)#[N:2].[NH2:26][C:27]1[CH:28]=[C:29]([CH:33]=[CH:34][CH:35]=1)[C:30]([NH2:32])=[O:31].O.[C:37]([OH:41])(=[O:40])[CH:38]=O. No catalyst specified. The product is [C:30]([C:29]1[CH:28]=[C:27]([NH:26][CH:38]([C:18]2[CH:19]=[CH:20][C:15]([CH2:14][CH2:13][O:12][C:10](=[O:11])[NH:9][C:5]3[CH:6]=[CH:7][CH:8]=[C:3]([C:1]#[N:2])[CH:4]=3)=[C:16]([CH2:24][CH3:25])[CH:17]=2)[C:37]([OH:41])=[O:40])[CH:35]=[CH:34][CH:33]=1)(=[O:31])[NH2:32]. The yield is 0.720. (3) The reactants are [CH3:1][O:2][C:3]1[CH:4]=[C:5]2[C:10](=[CH:11][C:12]=1[O:13][CH3:14])[N:9]=[CH:8][CH:7]=[C:6]2[O:15][C:16]1[CH:21]=[CH:20][C:19]([OH:22])=[CH:18][C:17]=1[C:23](=[O:25])[CH3:24].[CH2:26](I)[CH2:27][CH2:28][CH3:29].C(=O)([O-])[O-].[K+].[K+]. The catalyst is CN(C)C=O. The product is [CH2:26]([O:22][C:19]1[CH:20]=[CH:21][C:16]([O:15][C:6]2[C:5]3[C:10](=[CH:11][C:12]([O:13][CH3:14])=[C:3]([O:2][CH3:1])[CH:4]=3)[N:9]=[CH:8][CH:7]=2)=[C:17]([C:23](=[O:25])[CH3:24])[CH:18]=1)[CH2:27][CH2:28][CH3:29]. The yield is 0.650.